Dataset: Catalyst prediction with 721,799 reactions and 888 catalyst types from USPTO. Task: Predict which catalyst facilitates the given reaction. Reactant: C(OC(=O)[NH:7][C@H:8]1[CH2:12][CH2:11][N:10]([C:13]([C:15]2([C:18]3[CH:23]=[CH:22][C:21]([Cl:24])=[CH:20][CH:19]=3)[CH2:17][CH2:16]2)=[O:14])[CH2:9]1)(C)(C)C.Cl.C(#N)C.C(N(CC)C(C)C)(C)C.[Cl:39][C:40]1[C:41]([CH3:50])=[C:42]([S:46](Cl)(=[O:48])=[O:47])[CH:43]=[CH:44][CH:45]=1.C(O)(C(F)(F)F)=O. Product: [Cl:39][C:40]1[C:41]([CH3:50])=[C:42]([S:46]([NH:7][C@H:8]2[CH2:12][CH2:11][N:10]([C:13]([C:15]3([C:18]4[CH:23]=[CH:22][C:21]([Cl:24])=[CH:20][CH:19]=4)[CH2:16][CH2:17]3)=[O:14])[CH2:9]2)(=[O:48])=[O:47])[CH:43]=[CH:44][CH:45]=1. The catalyst class is: 169.